Dataset: Reaction yield outcomes from USPTO patents with 853,638 reactions. Task: Predict the reaction yield, written as a fraction of the theoretical maximum amount of product (1.0 means a 100% yield; for example, 0.34 means a 34% yield). (1) The yield is 0.920. The product is [NH:20]1[CH2:21][CH:18]([O:17][C:14]2[CH:13]=[CH:12][C:11]([NH:10][C:4]3[C:5](=[O:9])[N:6]([CH3:8])[CH:7]=[C:2]([Br:1])[CH:3]=3)=[N:16][CH:15]=2)[CH2:19]1. The catalyst is C(Cl)Cl. The reactants are [Br:1][C:2]1[CH:3]=[C:4]([NH:10][C:11]2[N:16]=[CH:15][C:14]([O:17][CH:18]3[CH2:21][N:20](C(OC(C)(C)C)=O)[CH2:19]3)=[CH:13][CH:12]=2)[C:5](=[O:9])[N:6]([CH3:8])[CH:7]=1.FC(F)(F)C(O)=O. (2) The reactants are [Cl:1][C:2]1[CH:7]=[CH:6][CH:5]=[CH:4][C:3]=1[S:8]([CH:11]1[CH2:15][C@@H:14]([C:16]([OH:18])=O)[C@H:13]([CH2:19][O:20][C:21]2[CH:26]=[CH:25][C:24]([Cl:27])=[CH:23][CH:22]=2)[CH2:12]1)(=[O:10])=[O:9].Cl.CN(C)CCCN=C=NCC.OC1[C:49]2[N:48]=N[NH:46][C:45]=2C=CC=1.C(N(C(C)C)C(C)C)C.NCC#N. The catalyst is CN(C)C=O. The product is [C:45]([CH2:49][NH:48][C:16]([C@@H:14]1[CH2:15][CH:11]([S:8]([C:3]2[CH:4]=[CH:5][CH:6]=[CH:7][C:2]=2[Cl:1])(=[O:10])=[O:9])[CH2:12][C@H:13]1[CH2:19][O:20][C:21]1[CH:26]=[CH:25][C:24]([Cl:27])=[CH:23][CH:22]=1)=[O:18])#[N:46]. The yield is 0.970. (3) The reactants are [Si:1]([O:18][CH:19]1[CH2:22][N:21]([C:23]([C:25]2[N:26]=[C:27]([N:30]3[CH2:33][CH:32](OS(C)(=O)=O)[CH2:31]3)[O:28][CH:29]=2)=[O:24])[CH2:20]1)([C:14]([CH3:17])([CH3:16])[CH3:15])([C:8]1[CH:13]=[CH:12][CH:11]=[CH:10][CH:9]=1)[C:2]1[CH:7]=[CH:6][CH:5]=[CH:4][CH:3]=1.[C:39]([O-:42])(=[S:41])[CH3:40].[K+]. The catalyst is CN(C)C=O. The product is [C:39]([S:41][CH:32]1[CH2:33][N:30]([C:27]2[O:28][CH:29]=[C:25]([C:23]([N:21]3[CH2:20][CH:19]([O:18][Si:1]([C:14]([CH3:17])([CH3:16])[CH3:15])([C:2]4[CH:3]=[CH:4][CH:5]=[CH:6][CH:7]=4)[C:8]4[CH:13]=[CH:12][CH:11]=[CH:10][CH:9]=4)[CH2:22]3)=[O:24])[N:26]=2)[CH2:31]1)(=[O:42])[CH3:40]. The yield is 0.570. (4) The reactants are [CH:1]1([C:4]2[NH:8][C:7]3[C:9]([C:14]([OH:16])=O)=[CH:10][CH:11]=[C:12]([OH:13])[C:6]=3[N:5]=2)[CH2:3][CH2:2]1.[NH2:17][C@H:18]1[CH2:23][CH2:22][CH2:21][N:20](C(OC(C)(C)C)=O)[CH2:19]1. No catalyst specified. The product is [CH:1]1([C:4]2[NH:8][C:7]3[C:9]([C:14]([NH:17][C@H:18]4[CH2:23][CH2:22][CH2:21][NH:20][CH2:19]4)=[O:16])=[CH:10][CH:11]=[C:12]([OH:13])[C:6]=3[N:5]=2)[CH2:2][CH2:3]1. The yield is 0.370.